Task: Predict the reaction yield, written as a fraction of the theoretical maximum amount of product (1.0 means a 100% yield; for example, 0.34 means a 34% yield).. Dataset: Reaction yield outcomes from USPTO patents with 853,638 reactions (1) The reactants are [CH3:1][C:2]1[CH:3]=[C:4]([NH:17][C:18]2[N:23]=[C:22]([C:24]([F:27])([F:26])[F:25])[CH:21]=[CH:20][N:19]=2)[CH:5]=[C:6](B2OC(C)(C)C(C)(C)O2)[CH:7]=1.Br[C:29]1[S:33][C:32]([C:34]2([C:40]#[N:41])[CH2:39][CH2:38][CH2:37][CH2:36][CH2:35]2)=[N:31][CH:30]=1.C(=O)([O-])[O-].[Cs+].[Cs+].CC(C1C=C(C(C)C)C(C2C=CC=CC=2P(C2CCCCC2)C2CCCCC2)=C(C(C)C)C=1)C. The catalyst is CCOC(C)=O.C1C=CC(/C=C/C(/C=C/C2C=CC=CC=2)=O)=CC=1.C1C=CC(/C=C/C(/C=C/C2C=CC=CC=2)=O)=CC=1.C1C=CC(/C=C/C(/C=C/C2C=CC=CC=2)=O)=CC=1.[Pd].[Pd]. The product is [CH3:1][C:2]1[CH:7]=[C:6]([C:29]2[S:33][C:32]([C:34]3([C:40]#[N:41])[CH2:39][CH2:38][CH2:37][CH2:36][CH2:35]3)=[N:31][CH:30]=2)[CH:5]=[C:4]([NH:17][C:18]2[N:23]=[C:22]([C:24]([F:27])([F:25])[F:26])[CH:21]=[CH:20][N:19]=2)[CH:3]=1. The yield is 0.820. (2) The catalyst is CN(C)C=O.O.[I-].[K+]. The yield is 0.800. The reactants are [CH3:1][O:2][C:3]1[CH:4]=[C:5]2[C:9](=[CH:10][CH:11]=1)[NH:8][C:7]([CH3:12])=[C:6]2[C:13](=[O:18])[C:14]([O:16][CH3:17])=[O:15].CS(O[CH2:24][C:25]1[CH:30]=[N:29][C:28]([Cl:31])=[CH:27][N:26]=1)(=O)=O.C(=O)([O-])[O-].[K+].[K+].[Cl-].[Na+]. The product is [Cl:31][C:28]1[N:29]=[CH:30][C:25]([CH2:24][N:8]2[C:9]3[C:5](=[CH:4][C:3]([O:2][CH3:1])=[CH:11][CH:10]=3)[C:6]([C:13](=[O:18])[C:14]([O:16][CH3:17])=[O:15])=[C:7]2[CH3:12])=[N:26][CH:27]=1. (3) The reactants are Br[C:2]1[CH:3]=[C:4]([NH:10][C:11]2[CH:21]=[C:14]3[CH2:15][N:16]([CH2:19][CH3:20])[CH2:17][CH2:18][N:13]3[N:12]=2)[C:5](=[O:9])[N:6]([CH3:8])[CH:7]=1.[C:22]([O:25][CH2:26][C:27]1[C:28]([N:42]2[CH2:54][CH2:53][N:45]3[C:46]4[CH2:47][CH2:48][CH2:49][CH2:50][C:51]=4[CH:52]=[C:44]3[C:43]2=[O:55])=[N:29][CH:30]=[CH:31][C:32]=1B1OC(C)(C)C(C)(C)O1)(=[O:24])[CH3:23].[O-]P([O-])([O-])=O.[K+].[K+].[K+].C([O-])(=O)C.[Na+]. The catalyst is C1C=CC(P(C2C=CC=CC=2)[C-]2C=CC=C2)=CC=1.C1C=CC(P(C2C=CC=CC=2)[C-]2C=CC=C2)=CC=1.Cl[Pd]Cl.[Fe+2].O.C(#N)C. The product is [C:22]([O:25][CH2:26][C:27]1[C:28]([N:42]2[CH2:54][CH2:53][N:45]3[C:46]4[CH2:47][CH2:48][CH2:49][CH2:50][C:51]=4[CH:52]=[C:44]3[C:43]2=[O:55])=[N:29][CH:30]=[CH:31][C:32]=1[C:2]1[CH:3]=[C:4]([NH:10][C:11]2[CH:21]=[C:14]3[CH2:15][N:16]([CH2:19][CH3:20])[CH2:17][CH2:18][N:13]3[N:12]=2)[C:5](=[O:9])[N:6]([CH3:8])[CH:7]=1)(=[O:24])[CH3:23]. The yield is 0.600.